This data is from Full USPTO retrosynthesis dataset with 1.9M reactions from patents (1976-2016). The task is: Predict the reactants needed to synthesize the given product. (1) Given the product [CH3:24][CH:19]1[CH:20]([CH3:21])[O:8][C:7]2([CH:2]=[C:3]([CH3:10])[C:4](=[O:9])[C:5]([CH3:11])=[CH:6]2)[O:18]1, predict the reactants needed to synthesize it. The reactants are: C[C:2]1[C:7](=[O:8])[CH:6]=[CH:5][C:4](=[O:9])[C:3]=1[CH3:10].[CH:11](OC)(OC)OC.[OH2:18].[C:19]1(C)[CH:24]=CC=[CH:21][CH:20]=1. (2) The reactants are: [CH3:1][C:2]1([C:7]2[O:11][C:10]([CH2:12][N:13]3[CH:17]=[C:16]([NH2:18])[CH:15]=[N:14]3)=[CH:9][CH:8]=2)[O:6]CCO1.[CH3:19][O:20][C:21]1[CH:26]=[C:25]([O:27][CH3:28])[CH:24]=[CH:23][C:22]=1/[CH:29]=[CH:30]/[C:31](O)=[O:32]. Given the product [C:2]([C:7]1[O:11][C:10]([CH2:12][N:13]2[CH:17]=[C:16]([NH:18][C:31](=[O:32])/[CH:30]=[CH:29]/[C:22]3[CH:23]=[CH:24][C:25]([O:27][CH3:28])=[CH:26][C:21]=3[O:20][CH3:19])[CH:15]=[N:14]2)=[CH:9][CH:8]=1)(=[O:6])[CH3:1], predict the reactants needed to synthesize it. (3) Given the product [CH3:31][C:23]1[CH:24]=[C:25]([CH3:30])[CH:26]=[C:27]([CH:28]=[CH2:29])[C:22]=1[C:21]1[C:20](=[O:32])[N:13]([O:14][CH:15]2[CH2:19][CH2:18][CH2:17][O:16]2)[C:5]2([CH2:6][CH2:7][N:8]([O:11][CH3:12])[CH2:9][CH2:10]2)[C:3]=1[OH:4], predict the reactants needed to synthesize it. The reactants are: CO[C:3]([C:5]1([N:13]([C:20](=[O:32])[CH2:21][C:22]2[C:27]([CH:28]=[CH2:29])=[CH:26][C:25]([CH3:30])=[CH:24][C:23]=2[CH3:31])[O:14][CH:15]2[CH2:19][CH2:18][CH2:17][O:16]2)[CH2:10][CH2:9][N:8]([O:11][CH3:12])[CH2:7][CH2:6]1)=[O:4].C[O-].[Na+].[Cl-].[NH4+].Cl.